Dataset: Forward reaction prediction with 1.9M reactions from USPTO patents (1976-2016). Task: Predict the product of the given reaction. (1) Given the reactants [Br:1]Br.[N:3]1[C:8]2[NH:9][CH:10]=[CH:11][C:7]=2[CH:6]=[N:5][CH:4]=1.[O-]S([O-])(=S)=O.[Na+].[Na+].C([O-])(O)=O.[Na+], predict the reaction product. The product is: [Br:1][C:11]1[C:7]2[CH:6]=[N:5][CH:4]=[N:3][C:8]=2[NH:9][CH:10]=1. (2) Given the reactants [CH:1]([N:14]1[CH2:17][CH:16]([OH:18])[CH2:15]1)([C:8]1[CH:13]=[CH:12][CH:11]=[CH:10][CH:9]=1)[C:2]1[CH:7]=[CH:6][CH:5]=[CH:4][CH:3]=1.N1C=CN=C1.[C:24]([Si:28](Cl)([C:35]1[CH:40]=[CH:39][CH:38]=[CH:37][CH:36]=1)[C:29]1[CH:34]=[CH:33][CH:32]=[CH:31][CH:30]=1)([CH3:27])([CH3:26])[CH3:25].O, predict the reaction product. The product is: [CH:1]([N:14]1[CH2:17][CH:16]([O:18][Si:28]([C:24]([CH3:27])([CH3:26])[CH3:25])([C:35]2[CH:36]=[CH:37][CH:38]=[CH:39][CH:40]=2)[C:29]2[CH:34]=[CH:33][CH:32]=[CH:31][CH:30]=2)[CH2:15]1)([C:8]1[CH:13]=[CH:12][CH:11]=[CH:10][CH:9]=1)[C:2]1[CH:3]=[CH:4][CH:5]=[CH:6][CH:7]=1. (3) Given the reactants [Cl:1][C:2]1[CH:3]=[C:4]([C:10]2[C:11]([CH3:26])=[N:12][N:13]([CH2:16][C:17]3[CH:25]=[CH:24][C:20]([C:21]([OH:23])=O)=[CH:19][CH:18]=3)[C:14]=2[CH3:15])[CH:5]=[CH:6][C:7]=1[C:8]#[N:9].[CH:27]([NH:29][NH2:30])=O.C[N+]1(C2N=C(OC)N=C(OC)N=2)CCOCC1.[Cl-].[Cl-].[NH4+], predict the reaction product. The product is: [Cl:1][C:2]1[CH:3]=[C:4]([C:10]2[C:11]([CH3:26])=[N:12][N:13]([CH2:16][C:17]3[CH:18]=[CH:19][C:20]([C:21]4[O:23][CH:27]=[N:29][N:30]=4)=[CH:24][CH:25]=3)[C:14]=2[CH3:15])[CH:5]=[CH:6][C:7]=1[C:8]#[N:9]. (4) The product is: [CH3:1][O:2][O:3][CH:4]([CH2:60][C:54]1[CH:55]=[CH:56][CH:57]=[CH:58][CH:59]=1)[C@H:5]([CH2:6][O:43][C:25](=[O:44])[CH2:26][CH2:27][CH2:28][CH2:29][CH2:30][CH2:31][CH2:32]/[CH:33]=[CH:34]\[CH2:35][CH2:36][CH2:37][CH2:38][CH2:39][CH2:40][CH2:41][CH3:42])[O:15][CH2:16][CH2:17][O:18][CH:19]1[CH2:24][CH2:23][CH2:22][CH2:21][O:20]1. Given the reactants [CH3:1][O:2][O:3][CH2:4][C@H:5]([O:15][CH2:16][CH2:17][O:18][CH:19]1[CH2:24][CH2:23][CH2:22][CH2:21][O:20]1)[CH:6](CC1C=CC=CC=1)O.[C:25]([OH:44])(=[O:43])[CH2:26][CH2:27][CH2:28][CH2:29][CH2:30][CH2:31][CH2:32]/[CH:33]=[CH:34]\[CH2:35][CH2:36][CH2:37][CH2:38][CH2:39][CH2:40][CH2:41][CH3:42].[CH2:54]1[CH2:59][CH2:58][CH:57](N=C=N[CH:54]2[CH2:59][CH2:58][CH2:57][CH2:56][CH2:55]2)[CH2:56][CH2:55]1.[CH2:60](Cl)Cl, predict the reaction product. (5) Given the reactants [O:1]=[C:2]1[N:6]([C:7]2[CH:8]=[CH:9][C:10]3[C:16](=[O:17])[CH2:15][CH2:14][CH2:13][CH2:12][C:11]=3[CH:18]=2)[CH2:5][C@H:4]([CH2:19][NH:20][C:21](=[O:23])[CH3:22])[O:3]1.[Li+].C[Si]([N-][Si](C)(C)C)(C)C.[C:34](Cl)(=[O:41])[C:35]1[CH:40]=[CH:39][CH:38]=[CH:37][CH:36]=1, predict the reaction product. The product is: [C:34]([CH:15]1[CH2:14][CH2:13][CH2:12][C:11]2[CH:18]=[C:7]([N:6]3[CH2:5][C@H:4]([CH2:19][NH:20][C:21](=[O:23])[CH3:22])[O:3][C:2]3=[O:1])[CH:8]=[CH:9][C:10]=2[C:16]1=[O:17])(=[O:41])[C:35]1[CH:40]=[CH:39][CH:38]=[CH:37][CH:36]=1. (6) Given the reactants [Li]CCCC.Cl[C:7]1[CH:12]=[N:11][CH:10]=[CH:9][N:8]=1.CO[CH:15]=[O:16].[CH3:17][N:18]1[CH2:23][CH2:22][NH:21][CH2:20][CH2:19]1.C(=O)([O-])[O-].[K+].[K+], predict the reaction product. The product is: [CH3:17][N:18]1[CH2:23][CH2:22][N:21]([C:7]2[C:12]([CH:15]=[O:16])=[N:11][CH:10]=[CH:9][N:8]=2)[CH2:20][CH2:19]1. (7) Given the reactants [F:1][C:2]1[CH:8]=[CH:7][C:5]([NH2:6])=[CH:4][C:3]=1[N+:9]([O-:11])=[O:10].N1C=CC=CC=1.[CH2:18]([S:21](Cl)(=[O:23])=[O:22])[CH2:19][CH3:20], predict the reaction product. The product is: [F:1][C:2]1[CH:8]=[CH:7][C:5]([NH:6][S:21]([CH2:18][CH2:19][CH3:20])(=[O:23])=[O:22])=[CH:4][C:3]=1[N+:9]([O-:11])=[O:10]. (8) The product is: [F:17][C:18]([F:31])([F:30])[S:19]([O:10][C:3]1[CH:2]=[N:1][N:5]2[C:4]=1[CH:9]=[CH:8][CH:7]=[N:6]2)(=[O:21])=[O:20]. Given the reactants [N:1]1[N:5]2[N:6]=[CH:7][CH:8]=[CH:9][C:4]2=[C:3]([OH:10])[CH:2]=1.N1C=CC=CC=1.[F:17][C:18]([F:31])([F:30])[S:19](O[S:19]([C:18]([F:31])([F:30])[F:17])(=[O:21])=[O:20])(=[O:21])=[O:20], predict the reaction product. (9) The product is: [Cl:2][C:3]1[CH:8]=[C:7]([N+:9]([O-:11])=[O:10])[CH:6]=[CH:5][C:4]=1[CH2:12][CH:13]=[O:19]. Given the reactants Cl.[Cl:2][C:3]1[CH:8]=[C:7]([N+:9]([O-:11])=[O:10])[CH:6]=[CH:5][C:4]=1/[CH:12]=[CH:13]/N(C)C.C([OH:19])C, predict the reaction product.